Dataset: Full USPTO retrosynthesis dataset with 1.9M reactions from patents (1976-2016). Task: Predict the reactants needed to synthesize the given product. Given the product [CH3:35][N:32]1[C:33]2[C:29](=[CH:28][CH:27]=[C:26]([C:2]3[C:6]4[O:7][C:8]([N:12]5[CH2:17][CH2:16][O:15][CH2:14][CH2:13]5)=[CH:9][C:10](=[O:11])[C:5]=4[S:4][CH:3]=3)[CH:34]=2)[CH:30]=[N:31]1, predict the reactants needed to synthesize it. The reactants are: Br[C:2]1[C:6]2[O:7][C:8]([N:12]3[CH2:17][CH2:16][O:15][CH2:14][CH2:13]3)=[CH:9][C:10](=[O:11])[C:5]=2[S:4][CH:3]=1.CC1(C)C(C)(C)OB([C:26]2[CH:34]=[C:33]3[C:29]([CH:30]=[N:31][N:32]3[CH3:35])=[CH:28][CH:27]=2)O1.C([O-])([O-])=O.[Na+].[Na+].